Predict which catalyst facilitates the given reaction. From a dataset of Catalyst prediction with 721,799 reactions and 888 catalyst types from USPTO. (1) Reactant: [CH3:1][C@@H:2]([C:15]([OH:17])=[O:16])[C:3]1[CH:8]=[CH:7][C:6]2[CH:9]=[C:10]([O:13][CH3:14])[CH:11]=[CH:12][C:5]=2[CH:4]=1.[CH3:18][N:19]([CH2:21][C@@H:22]1[C@@:27]([OH:36])([C:28]2[CH:33]=[CH:32][CH:31]=[C:30]([O:34][CH3:35])[CH:29]=2)[CH2:26][CH2:25][CH2:24][CH2:23]1)[CH3:20]. Product: [CH3:20][N:19]([CH2:21][C@@H:22]1[C@@:27]([OH:36])([C:28]2[CH:33]=[CH:32][CH:31]=[C:30]([O:34][CH3:35])[CH:29]=2)[CH2:26][CH2:25][CH2:24][CH2:23]1)[CH3:18].[CH3:1][C@@H:2]([C:15]([OH:17])=[O:16])[C:3]1[CH:8]=[CH:7][C:6]2[CH:9]=[C:10]([O:13][CH3:14])[CH:11]=[CH:12][C:5]=2[CH:4]=1. The catalyst class is: 5. (2) Reactant: C(OC(=O)[NH:7][C:8]([C:11](=[O:45])[NH:12][C@H:13]([CH2:36][O:37][CH2:38][C:39]1[CH:44]=[CH:43][CH:42]=[CH:41][CH:40]=1)[C:14]([N:16]1[CH2:21][CH2:20][N:19]2[C:22](=[O:26])[N:23]([CH3:25])[CH2:24][C@:18]2([CH2:27][C:28]2[CH:33]=[CH:32][C:31]([F:34])=[CH:30][C:29]=2[F:35])[CH2:17]1)=[O:15])([CH3:10])[CH3:9])(C)(C)C.[ClH:47]. Product: [ClH:47].[NH2:7][C:8]([CH3:10])([CH3:9])[C:11]([NH:12][C@H:13]([CH2:36][O:37][CH2:38][C:39]1[CH:40]=[CH:41][CH:42]=[CH:43][CH:44]=1)[C:14]([N:16]1[CH2:21][CH2:20][N:19]2[C:22](=[O:26])[N:23]([CH3:25])[CH2:24][C@:18]2([CH2:27][C:28]2[CH:33]=[CH:32][C:31]([F:34])=[CH:30][C:29]=2[F:35])[CH2:17]1)=[O:15])=[O:45]. The catalyst class is: 14. (3) Reactant: [Br:1][C:2]1[C:7]2=[N:8][C:9]([CH3:12])=[CH:10][N:11]=[C:6]2[CH:5]=[N:4][CH:3]=1.[Se](=O)=[O:14].Cl([O-])=O.[Na+].P([O-])(O)(O)=O.[Na+].[OH2:26]. Product: [Br:1][C:2]1[C:7]2=[N:8][C:9]([C:12]([OH:14])=[O:26])=[CH:10][N:11]=[C:6]2[CH:5]=[N:4][CH:3]=1. The catalyst class is: 12. (4) Reactant: [OH-].[K+].[OH-].[Na+].C([O:7][C:8]([C:10]1([CH2:23][CH:24]([CH3:26])[CH3:25])[CH2:15][CH2:14][N:13]([C:16]([O:18][C:19]([CH3:22])([CH3:21])[CH3:20])=[O:17])[CH2:12][CH2:11]1)=[O:9])C. Product: [C:19]([O:18][C:16]([N:13]1[CH2:14][CH2:15][C:10]([CH2:23][CH:24]([CH3:26])[CH3:25])([C:8]([OH:9])=[O:7])[CH2:11][CH2:12]1)=[O:17])([CH3:22])([CH3:21])[CH3:20]. The catalyst class is: 97. (5) Reactant: CN(C)[CH:3]=[C:4]([CH2:7][O:8][CH3:9])[CH:5]=[O:6].[OH-].[Na+].S(OC)([O:16][CH3:17])(=O)=O. Product: [CH3:17][O:16][CH:3]=[C:4]([CH2:7][O:8][CH3:9])[CH:5]=[O:6]. The catalyst class is: 24. (6) Reactant: [C:1]([C:4]1[N:8]2[C:9](=[O:23])[CH:10]=[C:11]([CH2:13][N:14]3[CH:18]=[CH:17][C:16]([C:19]([F:22])([F:21])[F:20])=[N:15]3)[N:12]=[C:7]2[S:6][C:5]=1[CH3:24])(=[O:3])[CH3:2].[Na]. Product: [OH:3][CH:1]([C:4]1[N:8]2[C:9](=[O:23])[CH:10]=[C:11]([CH2:13][N:14]3[CH:18]=[CH:17][C:16]([C:19]([F:21])([F:20])[F:22])=[N:15]3)[N:12]=[C:7]2[S:6][C:5]=1[CH3:24])[CH3:2]. The catalyst class is: 5. (7) Reactant: [C:1]([C:4]1[C:17]2[C:8](=[C:9]3[CH2:20][CH2:19][CH2:18][N:11]4[CH2:12][CH2:13][CH2:14][C:15]([CH:16]=2)=[C:10]34)[O:7][C:6](=[O:21])[CH:5]=1)(=[O:3])[CH3:2]. Product: [OH:3][CH:1]([C:4]1[C:17]2[C:8](=[C:9]3[CH2:20][CH2:19][CH2:18][N:11]4[CH2:12][CH2:13][CH2:14][C:15]([CH:16]=2)=[C:10]34)[O:7][C:6](=[O:21])[CH:5]=1)[CH3:2]. The catalyst class is: 100. (8) Reactant: IN1C(=O)CCC1=O.[C:9]([NH:12][CH2:13][CH2:14][CH2:15][S:16]([O:19][CH2:20][C:21]([CH3:26])([CH3:25])[CH2:22][CH:23]=[O:24])(=[O:18])=[O:17])(=[O:11])[CH3:10].[CH2:27]([OH:34])[C:28]1[CH:33]=[CH:32][CH:31]=[CH:30][CH:29]=1. Product: [C:9]([NH:12][CH2:13][CH2:14][CH2:15][S:16]([O:19][CH2:20][C:21]([CH3:26])([CH3:25])[CH2:22][C:23]([O:34][CH2:27][C:28]1[CH:33]=[CH:32][CH:31]=[CH:30][CH:29]=1)=[O:24])(=[O:18])=[O:17])(=[O:11])[CH3:10]. The catalyst class is: 47. (9) Reactant: [C:1]([NH2:5])(=[S:4])[CH2:2][CH3:3].[Cl:6][CH2:7][C:8](=O)[CH2:9]Cl. Product: [Cl:6][CH2:7][C:8]1[N:5]=[C:1]([CH2:2][CH3:3])[S:4][CH:9]=1. The catalyst class is: 9. (10) Reactant: Br[C:2]1[Se:3][CH:4]=[CH:5][CH:6]=1.[CH2:7]([C:10]1[CH:15]=[CH:14][C:13](B(O)O)=[CH:12][CH:11]=1)[CH2:8][CH3:9].C(=O)([O-])[O-].[Na+].[Na+].O. Product: [CH2:7]([C:10]1[CH:15]=[CH:14][C:13]([C:2]2[Se:3][CH:4]=[CH:5][CH:6]=2)=[CH:12][CH:11]=1)[CH2:8][CH3:9]. The catalyst class is: 335.